From a dataset of Forward reaction prediction with 1.9M reactions from USPTO patents (1976-2016). Predict the product of the given reaction. (1) The product is: [O:37]=[S:2]1(=[O:1])[C:6]2[CH:7]=[CH:8][CH:9]=[CH:10][C:5]=2[C:4]([NH:11][C@@H:12]([CH2:17][C:18]2[CH:23]=[CH:22][C:21]([S:24][CH2:25][CH2:26][N:27]([C:29]([CH:31]3[CH2:32][CH2:33][CH2:34][CH2:35][CH2:36]3)=[O:30])[CH3:28])=[CH:20][CH:19]=2)[C:13]([OH:15])=[O:14])=[N:3]1. Given the reactants [O:1]=[S:2]1(=[O:37])[C:6]2[CH:7]=[CH:8][CH:9]=[CH:10][C:5]=2[C:4]([NH:11][C@@H:12]([CH2:17][C:18]2[CH:23]=[CH:22][C:21]([S:24][CH2:25][CH2:26][N:27]([C:29]([CH:31]3[CH2:36][CH2:35][CH2:34][CH2:33][CH2:32]3)=[O:30])[CH3:28])=[CH:20][CH:19]=2)[C:13]([O:15]C)=[O:14])=[N:3]1.[Li+].[OH-].Cl.O, predict the reaction product. (2) Given the reactants Cl.Cl.[CH3:3][C@H:4]1[C:12]2[C:11]([N:13]3[CH2:18][CH2:17][NH:16][CH2:15][C@@H:14]3[CH3:19])=[N:10][CH:9]=[N:8][C:7]=2[CH2:6][CH2:5]1.C(N([CH2:25][CH3:26])CC)C.[C:27]([O:31][C:32]([NH:34][C:35]([CH2:40][C:41]1[CH:46]=[CH:45][C:44](Cl)=C(F)C=1)(C)C(O)=O)=[O:33])([CH3:30])([CH3:29])[CH3:28].CN([C:52]([O:56]N1N=NC2C=CC=CC1=2)=[N+](C)C)C.[F:66][P-](F)(F)(F)(F)F.[CH2:73]([Cl:75])Cl, predict the reaction product. The product is: [Cl:75][C:73]1[CH:44]=[CH:45][C:46]([CH2:41][CH:40]([C:52]([N:16]2[CH2:17][CH2:18][N:13]([C:11]3[C:12]4[C@H:4]([CH3:3])[CH2:5][CH2:6][C:7]=4[N:8]=[CH:9][N:10]=3)[C@@H:14]([CH3:19])[CH2:15]2)=[O:56])[CH2:35][NH:34][C:32](=[O:33])[O:31][C:27]([CH3:28])([CH3:29])[CH3:30])=[CH:26][C:25]=1[F:66].